Predict the product of the given reaction. From a dataset of Forward reaction prediction with 1.9M reactions from USPTO patents (1976-2016). (1) Given the reactants [OH-].[Li+:2].[O-2].[O-2].[O-2].[O-2].[O-2].[V+5:8].[V+5].O=[CH:11][C@@H]([C@H]([C@@H]([C@@H](CO)O)O)O)O.[P:22](=[O:26])([OH:25])([OH:24])[OH:23], predict the reaction product. The product is: [P:22]([O-:26])([O-:25])([O-:24])=[O:23].[V+5:8].[Li+:2].[P:22]([O-:26])([O-:25])([O-:24])=[O:23].[C:11]. (2) Given the reactants Cl[C:2](Cl)(OC)[C:3]([O:5][CH3:6])=[O:4].[N:10]1[CH:15]=[CH:14][C:13]([NH2:16])=[C:12]([NH2:17])[CH:11]=1.CCN(C(C)C)C(C)C.CCOC(C)=O, predict the reaction product. The product is: [NH:16]1[C:13]2[CH:14]=[CH:15][N:10]=[CH:11][C:12]=2[N:17]=[C:2]1[C:3]([O:5][CH3:6])=[O:4].